From a dataset of Reaction yield outcomes from USPTO patents with 853,638 reactions. Predict the reaction yield, written as a fraction of the theoretical maximum amount of product (1.0 means a 100% yield; for example, 0.34 means a 34% yield). (1) The reactants are [C:1]([NH:8][C@H:9]([C:17]([OH:19])=O)[CH2:10][C:11]1[CH:16]=[CH:15][CH:14]=[CH:13][CH:12]=1)([O:3][C:4]([CH3:7])([CH3:6])[CH3:5])=[O:2].[CH2:20]([O:22][C:23]([C@:25]1([NH2:37])[CH2:30][C@H:29]([OH:31])[C@@H:28]2[C@H:26]1[C@H:27]2[C:32]([O:34][CH2:35][CH3:36])=[O:33])=[O:24])[CH3:21]. The catalyst is ClCCl. The product is [CH2:20]([O:22][C:23]([C@:25]1([NH:37][C:17](=[O:19])[CH:9]([NH:8][C:1]([O:3][C:4]([CH3:5])([CH3:6])[CH3:7])=[O:2])[CH2:10][C:11]2[CH:12]=[CH:13][CH:14]=[CH:15][CH:16]=2)[CH2:30][C@H:29]([OH:31])[C@@H:28]2[C@H:26]1[C@H:27]2[C:32]([O:34][CH2:35][CH3:36])=[O:33])=[O:24])[CH3:21]. The yield is 0.870. (2) The reactants are [CH3:1][C:2]1[CH:11]=[C:10]([NH:12][C:13]2[CH:14]=[C:15]([C:19]3[CH:24]=[CH:23][CH:22]=[C:21]([CH:25]=O)[CH:20]=3)[CH:16]=[CH:17][CH:18]=2)[C:9]2[C:4](=[CH:5][CH:6]=[CH:7][CH:8]=2)[N:3]=1.[CH2:27]1[C:36]2[C:31](=[CH:32][CH:33]=[CH:34][CH:35]=2)[CH2:30][CH2:29][NH:28]1.[BH-](OC(C)=O)(OC(C)=O)OC(C)=O.[Na+].CC(O)=O. The catalyst is ClC(Cl)C. The product is [CH2:27]1[C:36]2[C:31](=[CH:32][CH:33]=[CH:34][CH:35]=2)[CH2:30][CH2:29][N:28]1[CH2:25][C:21]1[CH:20]=[C:19]([C:15]2[CH:16]=[CH:17][CH:18]=[C:13]([NH:12][C:10]3[C:9]4[C:4](=[CH:5][CH:6]=[CH:7][CH:8]=4)[N:3]=[C:2]([CH3:1])[CH:11]=3)[CH:14]=2)[CH:24]=[CH:23][CH:22]=1. The yield is 0.550. (3) The reactants are [Cl:1][C:2]1[C:3](Cl)=[C:4]2[N:10]=[C:9]([C:11]3[CH:16]=[CH:15][C:14]([O:17][CH2:18][CH2:19][N:20]4[CH2:25][CH2:24][O:23][CH2:22][CH2:21]4)=[CH:13][CH:12]=3)[NH:8][C:5]2=[N:6][CH:7]=1.[C:27]([O-:30])(O)=O.[Na+]. The catalyst is Br. The product is [Cl:1][C:2]1[C:3]([NH:6][C:5]2[CH:4]=[CH:3][CH:2]=[CH:7][C:27]=2[OH:30])=[C:4]2[NH:10][C:9]([C:11]3[CH:16]=[CH:15][C:14]([O:17][CH2:18][CH2:19][N:20]4[CH2:25][CH2:24][O:23][CH2:22][CH2:21]4)=[CH:13][CH:12]=3)=[N:8][C:5]2=[N:6][CH:7]=1. The yield is 0.580. (4) The reactants are [F:1][C:2]1[CH:7]=[CH:6][C:5]([F:8])=[CH:4][C:3]=1[C:9]([N:11]([CH2:15][C:16]1[N:20]([CH2:21][CH2:22][CH3:23])[C:19]2[CH:24]=[CH:25][C:26]([CH2:28]O)=[CH:27][C:18]=2[N:17]=1)[CH2:12][CH2:13][CH3:14])=[O:10].S(Cl)([Cl:32])=O. No catalyst specified. The product is [F:1][C:2]1[CH:7]=[CH:6][C:5]([F:8])=[CH:4][C:3]=1[C:9]([N:11]([CH2:15][C:16]1[N:20]([CH2:21][CH2:22][CH3:23])[C:19]2[CH:24]=[CH:25][C:26]([CH2:28][Cl:32])=[CH:27][C:18]=2[N:17]=1)[CH2:12][CH2:13][CH3:14])=[O:10]. The yield is 0.930.